Dataset: Reaction yield outcomes from USPTO patents with 853,638 reactions. Task: Predict the reaction yield, written as a fraction of the theoretical maximum amount of product (1.0 means a 100% yield; for example, 0.34 means a 34% yield). (1) The reactants are [NH:1]([C:9]([O:11][C:12]([CH3:15])([CH3:14])[CH3:13])=[O:10])[C@H:2]([C:6]([OH:8])=O)[CH:3]([CH3:5])[CH3:4].CN(C(ON1N=NC2C=CC=NC1=2)=[N+](C)C)C.F[P-](F)(F)(F)(F)F.CCN(C(C)C)C(C)C.[F:49][C:50]1[CH:58]=[C:57]2[C:53]([C:54]([CH:59]3[CH2:63][N:62]([C:64]4[N:69]=[CH:68][CH:67]=[CH:66][N:65]=4)[CH:61]4[CH2:70][CH2:71][NH:72][CH:60]34)=[CH:55][NH:56]2)=[CH:52][CH:51]=1. The catalyst is CN1C(=O)CCC1.C(OCC)C. The product is [C:12]([O:11][C:9](=[O:10])[NH:1][CH:2]([C:6]([N:72]1[CH2:71][CH2:70][CH:61]2[N:62]([C:64]3[N:69]=[CH:68][CH:67]=[CH:66][N:65]=3)[CH2:63][CH:59]([C:54]3[C:53]4[C:57](=[CH:58][C:50]([F:49])=[CH:51][CH:52]=4)[NH:56][CH:55]=3)[CH:60]12)=[O:8])[CH:3]([CH3:4])[CH3:5])([CH3:15])([CH3:14])[CH3:13]. The yield is 0.860. (2) The reactants are [OH:1][C:2]1[CH:7]=[C:6]([CH3:8])[C:5]([NH:9][CH:10]=[O:11])=[C:4]([CH3:12])[C:3]=1[CH3:13].Br[CH2:15][C:16]([CH3:24])=[CH:17][C:18]1[CH:23]=[CH:22][CH:21]=[CH:20][CH:19]=1. The catalyst is C(OCC)(=O)C.CCCCCC. The product is [CH3:12][C:4]1[C:3]([CH3:13])=[C:2]([O:1][CH2:15][C:16]([CH3:24])=[CH:17][C:18]2[CH:23]=[CH:22][CH:21]=[CH:20][CH:19]=2)[CH:7]=[C:6]([CH3:8])[C:5]=1[NH:9][CH:10]=[O:11]. The yield is 0.410. (3) The reactants are [NH2:1][N:2]1[CH2:7][CH2:6][CH2:5][CH2:4][CH2:3]1.C(N(CC)CC)C.[Cl:15][C:16]1[CH:21]=[CH:20][C:19]([CH:22]2[N:26]([C:27]3[CH:32]=[CH:31][C:30]([Cl:33])=[CH:29][C:28]=3[Cl:34])[N:25]=[C:24]([C:35](Cl)=[O:36])[CH2:23]2)=[CH:18][CH:17]=1. The catalyst is C(Cl)Cl. The product is [N:2]1([NH:1][C:35]([C:24]2[CH2:23][CH:22]([C:19]3[CH:20]=[CH:21][C:16]([Cl:15])=[CH:17][CH:18]=3)[N:26]([C:27]3[CH:32]=[CH:31][C:30]([Cl:33])=[CH:29][C:28]=3[Cl:34])[N:25]=2)=[O:36])[CH2:7][CH2:6][CH2:5][CH2:4][CH2:3]1. The yield is 0.570.